From a dataset of Full USPTO retrosynthesis dataset with 1.9M reactions from patents (1976-2016). Predict the reactants needed to synthesize the given product. (1) Given the product [Cl:35][C:20]1[C:21]([NH:23][C:24]2[CH:29]=[CH:28][CH:27]=[CH:26][C:25]=2[S:30]([NH:33][CH3:34])(=[O:32])=[O:31])=[N:22][C:17]([NH:1][C:2]2[C:7]3[N:8]([CH3:15])[CH2:9][CH2:10][N:11]([CH3:14])[C:12](=[O:13])[C:6]=3[CH:5]=[CH:4][CH:3]=2)=[N:18][CH:19]=1, predict the reactants needed to synthesize it. The reactants are: [NH2:1][C:2]1[C:7]2[N:8]([CH3:15])[CH2:9][CH2:10][N:11]([CH3:14])[C:12](=[O:13])[C:6]=2[CH:5]=[CH:4][CH:3]=1.Cl[C:17]1[N:22]=[C:21]([NH:23][C:24]2[CH:29]=[CH:28][CH:27]=[CH:26][C:25]=2[S:30]([NH:33][CH3:34])(=[O:32])=[O:31])[C:20]([Cl:35])=[CH:19][N:18]=1.Cl. (2) Given the product [CH2:1]([C:3]1[CH:8]=[C:7]([CH:6]=[CH:5][CH:4]=1)[O:33][C:13]1[N:18]=[N:17][C:16]([C:19]([NH2:21])=[O:20])=[C:15]([NH:22][C:23]2[CH:28]=[CH:27][CH:26]=[C:25]([CH3:29])[N:24]=2)[CH:14]=1)[CH3:2], predict the reactants needed to synthesize it. The reactants are: [CH2:1]([C:3]1[CH:8]=[CH:7][CH:6]=[CH:5][C:4]=1O)[CH3:2].[H-].[Na+].Cl[C:13]1[N:18]=[N:17][C:16]([C:19]([NH2:21])=[O:20])=[C:15]([NH:22][C:23]2[CH:28]=[CH:27][CH:26]=[C:25]([CH3:29])[N:24]=2)[CH:14]=1.CN(C)C=[O:33]. (3) Given the product [F:45][CH:43]([F:44])[N:35]1[N:34]=[CH:33][C:32]2[NH:31][C:30](=[O:46])[C@H:29]([CH3:47])[CH2:28][CH2:27][CH2:26][C@H:25]([N:11]3[C:10](=[O:14])[CH:9]=[C:8]([C:5]4[CH:6]=[CH:7][C:2]([F:1])=[CH:3][C:4]=4[N:15]4[CH:19]=[C:18]([C:20]([F:23])([F:21])[F:22])[N:17]=[N:16]4)[N:13]=[CH:12]3)[C:41]3[CH:42]=[C:37]([CH:38]=[CH:39][N:40]=3)[C:36]1=2, predict the reactants needed to synthesize it. The reactants are: [F:1][C:2]1[CH:7]=[CH:6][C:5]([C:8]2[N:13]=[CH:12][N:11]=[C:10]([OH:14])[CH:9]=2)=[C:4]([N:15]2[CH:19]=[C:18]([C:20]([F:23])([F:22])[F:21])[N:17]=[N:16]2)[CH:3]=1.N[C@@H:25]1[C:41]2[CH:42]=[C:37]([CH:38]=[CH:39][N:40]=2)[C:36]2[N:35]([CH:43]([F:45])[F:44])[N:34]=[CH:33][C:32]=2[NH:31][C:30](=[O:46])[C@H:29]([CH3:47])[CH2:28][CH2:27][CH2:26]1.CN(C(ON1N=NC2C=CC=NC1=2)=[N+](C)C)C.F[P-](F)(F)(F)(F)F.C1CCN2C(=NCCC2)CC1. (4) Given the product [F:22][C:23]1[CH:24]=[C:25]([C:29]2[CH:37]=[CH:36][CH:35]=[C:34]3[C:30]=2[C:31](=[CH:20][C:3]2[NH:4][C:5]4[CH2:10][CH2:9][N:8]([CH2:11][CH2:12][N:13]5[CH2:14][CH2:15][CH2:16][CH2:17][CH2:18]5)[C:7](=[O:19])[C:6]=4[C:2]=2[CH3:1])[C:32](=[O:38])[NH:33]3)[CH:26]=[CH:27][CH:28]=1, predict the reactants needed to synthesize it. The reactants are: [CH3:1][C:2]1[C:6]2[C:7](=[O:19])[N:8]([CH2:11][CH2:12][N:13]3[CH2:18][CH2:17][CH2:16][CH2:15][CH2:14]3)[CH2:9][CH2:10][C:5]=2[NH:4][C:3]=1[CH:20]=O.[F:22][C:23]1[CH:24]=[C:25]([C:29]2[CH:37]=[CH:36][CH:35]=[C:34]3[C:30]=2[CH2:31][C:32](=[O:38])[NH:33]3)[CH:26]=[CH:27][CH:28]=1.